From a dataset of Catalyst prediction with 721,799 reactions and 888 catalyst types from USPTO. Predict which catalyst facilitates the given reaction. (1) Reactant: [C@@H:1]1([O:11][CH2:12][CH2:13][NH:14][C:15](=[O:44])[CH2:16][N:17]([CH2:27][C:28](=[O:43])[NH:29][CH2:30][CH2:31][O:32][C@@H:33]2[O:41][C@@H:40]([CH3:42])[C@@H:38]([OH:39])[C@@H:36]([OH:37])[C@@H:34]2[OH:35])[C:18](=[O:26])[CH2:19][CH2:20][CH2:21][CH2:22][C:23]([OH:25])=[O:24])[O:9][C@@H:8]([CH3:10])[C@@H:6]([OH:7])[C@@H:4]([OH:5])[C@@H:2]1[OH:3].[B-](F)(F)(F)F.CN(C(O[N:58]1[C:63](=[O:64])[CH2:62][CH2:61][C:59]1=[O:60])=[N+](C)C)C.CCN(C(C)C)C(C)C.CCOCC. Product: [C@@H:1]1([O:11][CH2:12][CH2:13][NH:14][C:15](=[O:44])[CH2:16][N:17]([CH2:27][C:28](=[O:43])[NH:29][CH2:30][CH2:31][O:32][C@@H:33]2[O:41][C@@H:40]([CH3:42])[C@@H:38]([OH:39])[C@@H:36]([OH:37])[C@@H:34]2[OH:35])[C:18](=[O:26])[CH2:19][CH2:20][CH2:21][CH2:22][C:23]([O:25][N:58]2[C:63](=[O:64])[CH2:62][CH2:61][C:59]2=[O:60])=[O:24])[O:9][C@@H:8]([CH3:10])[C@@H:6]([OH:7])[C@@H:4]([OH:5])[C@@H:2]1[OH:3]. The catalyst class is: 3. (2) Reactant: [S-2].[Li+].[Li+].[P:4]12([S:16][P:14]3([S:17][P:7]([S:9][P:10]([S:13]3)([S:12]1)=[S:11])(=[S:8])[S:6]2)=[S:15])=[S:5].[I-:18].[Li+].[S:20]([Li:22])[Li:21]. Product: [I-:18].[Li+:21].[S:20]([Li:22])[Li:21].[P:4]12([S:6][P:7]3([S:9][P:10]([S:13][P:14]([S:17]3)([S:16]1)=[S:15])(=[S:11])[S:12]2)=[S:8])=[S:5]. The catalyst class is: 194. (3) Reactant: CS([C:5]1[N:10]=[C:9]([C:11]2[CH:16]=[CH:15][C:14]([Cl:17])=[CH:13][C:12]=2[Cl:18])[C:8]([C:19]2[CH:24]=[CH:23][C:22]([Cl:25])=[CH:21][CH:20]=2)=[CH:7][N:6]=1)(=O)=O.[Cl:26][C:27]1[CH:28]=[C:29]([CH:32]=[CH:33][CH:34]=1)[CH2:30][NH2:31]. Product: [Cl:26][C:27]1[CH:28]=[C:29]([CH:32]=[CH:33][CH:34]=1)[CH2:30][NH:31][C:5]1[N:10]=[C:9]([C:11]2[CH:16]=[CH:15][C:14]([Cl:17])=[CH:13][C:12]=2[Cl:18])[C:8]([C:19]2[CH:24]=[CH:23][C:22]([Cl:25])=[CH:21][CH:20]=2)=[CH:7][N:6]=1. The catalyst class is: 3. (4) Reactant: [CH2:1]([O:8][C@H:9]1[C@H:14]([O:15][CH2:16][C:17]2[CH:22]=[CH:21][CH:20]=[CH:19][CH:18]=2)[C@H:13]([O:23][CH2:24][C:25]2[CH:30]=[CH:29][CH:28]=[CH:27][CH:26]=2)[O:12][CH2:11][C@H:10]1[OH:31])[C:2]1[CH:7]=[CH:6][CH:5]=[CH:4][CH:3]=1.N1C=CC=CC=1.[F:38][C:39]([F:52])([F:51])[S:40](O[S:40]([C:39]([F:52])([F:51])[F:38])(=[O:42])=[O:41])(=[O:42])=[O:41].Cl.C([O-])([O-])=O.[K+].[K+]. Product: [F:38][C:39]([F:52])([F:51])[S:40]([O:31][C@@H:10]1[C@@H:9]([O:8][CH2:1][C:2]2[CH:7]=[CH:6][CH:5]=[CH:4][CH:3]=2)[C@H:14]([O:15][CH2:16][C:17]2[CH:22]=[CH:21][CH:20]=[CH:19][CH:18]=2)[C@H:13]([O:23][CH2:24][C:25]2[CH:26]=[CH:27][CH:28]=[CH:29][CH:30]=2)[O:12][CH2:11]1)(=[O:42])=[O:41]. The catalyst class is: 232. (5) Product: [F:21][C:22]([F:27])([F:26])[C:23]([OH:25])=[O:24].[NH:8]1[CH2:12][CH2:11][C@@H:10]([S:13][C:14]2[CH:19]=[CH:18][C:17]([OH:20])=[CH:16][CH:15]=2)[CH2:9]1. Reactant: C(OC([N:8]1[CH2:12][CH2:11][C@@H:10]([S:13][C:14]2[CH:19]=[CH:18][C:17]([OH:20])=[CH:16][CH:15]=2)[CH2:9]1)=O)(C)(C)C.[F:21][C:22]([F:27])([F:26])[C:23]([OH:25])=[O:24]. The catalyst class is: 2. (6) Reactant: C([O:3][C:4](=O)[C:5]1[CH:10]=[C:9]([Cl:11])[C:8]([O:12][C:13]2[CH:18]=[CH:17][C:16]([O:19][CH3:20])=[CH:15][CH:14]=2)=[C:7]([Cl:21])[CH:6]=1)C.[H-]. Product: [Cl:11][C:9]1[CH:10]=[C:5]([CH2:4][OH:3])[CH:6]=[C:7]([Cl:21])[C:8]=1[O:12][C:13]1[CH:14]=[CH:15][C:16]([O:19][CH3:20])=[CH:17][CH:18]=1. The catalyst class is: 4. (7) Reactant: [C:1]([C:3]1[CH:4]=[C:5]2[C:10](=[CH:11][CH:12]=1)[N:9]([C:13]1[C:14]([C:27]3[CH:32]=[CH:31][C:30]([F:33])=[CH:29][CH:28]=3)=[N:15][C:16]3[C:21]([N:22]=1)=[CH:20][C:19]([C:23]([O:25]C)=[O:24])=[CH:18][CH:17]=3)[CH2:8][CH2:7][CH2:6]2)#[N:2]. Product: [C:1]([C:3]1[CH:4]=[C:5]2[C:10](=[CH:11][CH:12]=1)[N:9]([C:13]1[C:14]([C:27]3[CH:28]=[CH:29][C:30]([F:33])=[CH:31][CH:32]=3)=[N:15][C:16]3[C:21]([N:22]=1)=[CH:20][C:19]([C:23]([OH:25])=[O:24])=[CH:18][CH:17]=3)[CH2:8][CH2:7][CH2:6]2)#[N:2]. The catalyst class is: 24.